This data is from hERG potassium channel inhibition data for cardiac toxicity prediction from Karim et al.. The task is: Regression/Classification. Given a drug SMILES string, predict its toxicity properties. Task type varies by dataset: regression for continuous values (e.g., LD50, hERG inhibition percentage) or binary classification for toxic/non-toxic outcomes (e.g., AMES mutagenicity, cardiotoxicity, hepatotoxicity). Dataset: herg_karim. (1) The drug is [N+]CC[C@@H](O)c1cc2c(Cl)cc(Cl)cc2c2cc(C(F)(F)F)ccc12. The result is 1 (blocker). (2) The compound is CC(C)(C#N)c1cnc(N2CCN(C(=O)[C@@H]3CCCC[C@H]3C(=O)NC3(C#N)CC3)CC2)s1. The result is 0 (non-blocker). (3) The molecule is O=C1CCC[C@H]2[C@@H]3CCCN4CCC[C@H](CN12)[C@H]34. The result is 0 (non-blocker). (4) The compound is CC(C)N1CCN(CCN2CCN(c3cccc(OC(F)(F)F)c3)C2=O)CC1. The result is 1 (blocker). (5) The compound is O=C1COc2ccc(CNC3CCN(CCN4C(=O)COc5ccc(Br)cc54)CC3)nc2N1. The result is 1 (blocker). (6) The drug is CCc1n[nH]c(CC)c1Oc1cc(C#N)cc(C#N)c1. The result is 1 (blocker).